From a dataset of Human intestinal absorption (HIA) binary classification data from Hou et al.. Regression/Classification. Given a drug SMILES string, predict its absorption, distribution, metabolism, or excretion properties. Task type varies by dataset: regression for continuous measurements (e.g., permeability, clearance, half-life) or binary classification for categorical outcomes (e.g., BBB penetration, CYP inhibition). Dataset: hia_hou. (1) The result is 1 (good absorption). The molecule is CN1C(=O)CC(=O)N(c2ccccc2)c2cc(Cl)ccc21. (2) The molecule is C=CCOc1ccccc1OC[C@@H](O)CNC(C)C. The result is 1 (good absorption). (3) The compound is Cc1cc(=O)n(-c2ccccc2)n1C. The result is 1 (good absorption). (4) The molecule is Cc1cccc(C)c1NC(=O)NCCCNC(C)C. The result is 1 (good absorption). (5) The result is 0 (poor absorption). The compound is C[n+]1ccccc1/C=N/O.